Dataset: Full USPTO retrosynthesis dataset with 1.9M reactions from patents (1976-2016). Task: Predict the reactants needed to synthesize the given product. Given the product [Br:12][C:11]1[CH:10]=[C:5]([CH:4]=[CH:3][C:2]=1[OH:1])[C:6]([O:8][CH3:9])=[O:7], predict the reactants needed to synthesize it. The reactants are: [OH:1][C:2]1[CH:11]=[CH:10][C:5]([C:6]([O:8][CH3:9])=[O:7])=[CH:4][CH:3]=1.[Br:12]Br.